From a dataset of Full USPTO retrosynthesis dataset with 1.9M reactions from patents (1976-2016). Predict the reactants needed to synthesize the given product. (1) Given the product [CH2:1]([O:8][C:9]1[CH:14]=[CH:13][N:12]([CH2:15][C:16]2[CH:21]=[CH:20][CH:19]=[C:18]([F:22])[CH:17]=2)[C:11](=[O:23])[C:10]=1[CH3:26])[C:2]1[CH:7]=[CH:6][CH:5]=[CH:4][CH:3]=1, predict the reactants needed to synthesize it. The reactants are: [CH2:1]([O:8][C:9]1[CH:14]=[CH:13][N:12]([CH2:15][C:16]2[CH:21]=[CH:20][CH:19]=[C:18]([F:22])[CH:17]=2)[C:11](=[O:23])[CH:10]=1)[C:2]1[CH:7]=[CH:6][CH:5]=[CH:4][CH:3]=1.IN1C(=O)CC[C:26]1=O. (2) Given the product [C:18]([O:21][CH2:22][CH2:23][C:24]1[CH:25]=[C:26]([F:44])[C:27]([N:31]2[C:32]([NH2:43])=[C:33]([C:34](=[O:35])[C:36]3[CH:37]=[CH:38][C:39]([F:42])=[CH:40][CH:41]=3)[CH:15]=[CH:14][C:13]2=[O:16])=[C:28]([F:30])[CH:29]=1)(=[O:20])[CH3:19], predict the reactants needed to synthesize it. The reactants are: C1N=CN(C(N2C=NC=C2)=O)C=1.[C:13](O)(=[O:16])[C:14]#[CH:15].[C:18]([O:21][CH2:22][CH2:23][C:24]1[CH:29]=[C:28]([F:30])[C:27]([NH:31][C:32]([NH2:43])=[CH:33][C:34]([C:36]2[CH:41]=[CH:40][C:39]([F:42])=[CH:38][CH:37]=2)=[O:35])=[C:26]([F:44])[CH:25]=1)(=[O:20])[CH3:19]. (3) Given the product [CH:1]([O:5][C:6]([N:8]1[CH2:13][CH2:12][CH:11]([N:14]2[C:18]3=[N:19][CH:20]=[N:21][C:22]([NH:23][C:24]4[CH:25]=[CH:26][C:27]([S:30]([CH3:33])(=[O:32])=[O:31])=[CH:28][CH:29]=4)=[C:17]3[CH:16]=[N:15]2)[CH2:10][CH2:9]1)=[O:7])([CH3:3])[CH3:2], predict the reactants needed to synthesize it. The reactants are: [C:1]([O:5][C:6]([N:8]1[CH2:13][CH2:12][CH:11]([N:14]2[C:18]3=[N:19][CH:20]=[N:21][C:22]([NH:23][C:24]4[CH:29]=[CH:28][C:27]([S:30]([CH3:33])(=[O:32])=[O:31])=[CH:26][CH:25]=4)=[C:17]3[CH:16]=[N:15]2)[CH2:10][CH2:9]1)=[O:7])(C)([CH3:3])[CH3:2].FC(F)(F)C(O)=O.ClC(OC(C)C)=O. (4) Given the product [NH2:11][C:12]([NH:14][C:15]1[C:16]([C:27]([NH2:29])=[O:28])=[N:17][N:18]([C:20]2[CH:25]=[CH:24][CH:23]=[C:22]([C:6]3[CH:5]=[CH:4][N:3]=[C:2]([Cl:1])[CH:7]=3)[CH:21]=2)[CH:19]=1)=[O:13], predict the reactants needed to synthesize it. The reactants are: [Cl:1][C:2]1[CH:7]=[C:6](B(O)O)[CH:5]=[CH:4][N:3]=1.[NH2:11][C:12]([NH:14][C:15]1[C:16]([C:27]([NH2:29])=[O:28])=[N:17][N:18]([C:20]2[CH:25]=[CH:24][CH:23]=[C:22](Br)[CH:21]=2)[CH:19]=1)=[O:13]. (5) Given the product [ClH:20].[NH2:11][CH2:10][CH2:9][CH2:8][CH2:7][N:6]1[C:2](=[O:1])[NH:3][NH:4][C:5]1=[O:19], predict the reactants needed to synthesize it. The reactants are: [O:1]=[C:2]1[N:6]([CH2:7][CH2:8][CH2:9][CH2:10][NH:11]C(=O)OC(C)(C)C)[C:5](=[O:19])[NH:4][NH:3]1.[ClH:20].O1CCOCC1. (6) The reactants are: [H-].[Na+:2].[CH3:3][CH:4]([C:10]([CH3:12])=[O:11])[C:5]([O:7][CH2:8][CH3:9])=[O:6].[H][H].[CH2:15]1[CH2:22][O:21][S:18](=[O:20])(=[O:19])[CH2:17][CH2:16]1. Given the product [CH2:8]([O:7][C:5]([C:4]([CH3:3])([C:10](=[O:11])[CH3:12])[CH2:22][CH2:15][CH2:16][CH2:17][S:18]([O-:21])(=[O:20])=[O:19])=[O:6])[CH3:9].[Na+:2], predict the reactants needed to synthesize it. (7) Given the product [CH:47]1([C:45]([NH:44][C:42]2[N:43]=[C:38]3[CH:37]=[CH:36][C:35]([S:34][C:30]4[CH:29]=[C:28]([NH:27][C:7]([C:5]5[N:4]([C:10]6[CH:15]=[CH:14][CH:13]=[CH:12][CH:11]=6)[N:3]=[C:2]([CH3:1])[CH:6]=5)=[O:9])[CH:33]=[CH:32][CH:31]=4)=[N:40][N:39]3[CH:41]=2)=[O:46])[CH2:48][CH2:49]1, predict the reactants needed to synthesize it. The reactants are: [CH3:1][C:2]1[CH:6]=[C:5]([C:7]([OH:9])=O)[N:4]([C:10]2[CH:15]=[CH:14][CH:13]=[CH:12][CH:11]=2)[N:3]=1.CN(C)C=O.C(Cl)(=O)C(Cl)=O.[NH2:27][C:28]1[CH:29]=[C:30]([S:34][C:35]2[CH:36]=[CH:37][C:38]3[N:39]([CH:41]=[C:42]([NH:44][C:45]([CH:47]4[CH2:49][CH2:48]4)=[O:46])[N:43]=3)[N:40]=2)[CH:31]=[CH:32][CH:33]=1.